From a dataset of Drug-target binding data from BindingDB using IC50 measurements. Regression. Given a target protein amino acid sequence and a drug SMILES string, predict the binding affinity score between them. We predict pIC50 (pIC50 = -log10(IC50 in M); higher means more potent). Dataset: bindingdb_ic50. (1) The drug is Cc1c(Cn2ccnc2)sc2ccc(C(=O)O)cc12. The target protein (P15393) has sequence MALRVTADVWLARPWQCLHRTRALGTTAKVAPKTLKPFEAIPQYSRNKWLKMIQILREQGQENLHLEMHQAFQELGPIFRHSAGGAQIVSVMLPEDAEKLHQVESILPHRMPLEPWVAHRELRGLRRGVFLLNGADWRFNRLQLNPNMLSPKAIQSFVPFVDVVARDFVENLKKRMLENVHGSMSINIQSNMFNYTMEASHFVISGERLGLTGHDLKPESVTFTHALHSMFKSTTQLMFLPKSLTRWTSTRVWKEHFDSWDIISEYVTKCIKNVYRELAEGRQQSWSVISEMVAQSTLSMDAIHANSMELIAGSVDTTAISLVMTLFELARNPDVQQALRQESLAAEASIVANPQKAMSDLPLLRAALKETLRLYPVGSFVERIVHSDLVLQNYHVPAGTFVIIYLYSMGRNPAVFPRPERYMPQRWLERKRSFQHLAFGFGVRQCLGRRLAEVEMLLLLHHMLKTFQVETLRQEDMQMVFRFLLMPSSSPFLTFRPVS. The pIC50 is 4.0. (2) The pIC50 is 5.0. The target protein (Q2M385) has sequence MNNFRATILFWAAAAWAKSGKPSGEMDEVGVQKCKNALKLPVLEVLPGGGWDNLRNVDMGRVMELTYSNCRTTEDGQYIIPDEIFTIPQKQSNLEMNSEILESWANYQSSTSYSINTELSLFSKVNGKFSTEFQRMKTLQVKDQAITTRVQVRNLVYTVKINPTLELSSGFRKELLDISDRLENNQTRMATYLAELLVLNYGTHVTTSVDAGAALIQEDHLRASFLQDSQSSRSAVTASAGLAFQNTVNFKFEENYTSQNVLTKSYLSNRTNSRVQSIGGVPFYPGITLQAWQQGITNHLVAIDRSGLPLHFFINPNMLPDLPGPLVKKVSKTVETAVKRYYTFNTYPGCTDLNSPNFNFQANTDDGSCEGKMTNFSFGGVYQECTQLSGNRDVLLCQKLEQKNPLTGDFSCPSGYSPVHLLSQIHEEGYNHLECHRKCTLLVFCKTVCEDVFQVAKAEFRAFWCVASSQVPENSGLLFGGLFSSKSINPMTNAQSCPAG.... The drug is CCCCCCCCCCC1=C(O)C(=O)C=C(OC)C1=O. (3) The drug is Nc1ncc2cc(-c3c(Br)cccc3Br)c(N)nc2n1. The target protein sequence is MLDKIVIANRGEIALRILRACKELGIKTVAVHSSADRDLKHVLLADETVCIGPAPSVKSYLNIPAIISAAEITGAVAIHPGYGFLSENANFAEQVERSGFIFIGPKAETIRLMGDKVSAIAAMKKAGVPCVPGSDGPLGDDMDKNRAIAKRIGYPVIIKASGGGGGRGMRVVRGDAELAQSISMTRAEAKAAFSNDMVYMEKYLENPRHVEIQVLADGQGNAIYLAERDCSMQRRHQKVVEEAPAPGITPELRRYIGERCAKACVDIGYRGAGTFEFLFENGEFYFIEMNTRIQVEHPVTEMITGVDLIKEQLRIAAGQPLSIKQEEVHVRGHAVECRINAEDPNTFLPSPGKITRFHAPGGFGVRWESHIYAGYTVPPYYDSMIGKLICYGENRDVAIARMKNALQELIIDGIKTNVDLQIRIMNDENFQHGGTNIHYLEKKLGLQEK. The pIC50 is 9.0. (4) The small molecule is COc1ncc(F)cc1C1CCCN1c1ccn2ncc(C(=O)NCCCO)c2n1. The target protein sequence is FRAIIRDLNSLFTPDYELLTENDMLPNMRIGALGFSGAFEDRDPTQFEERHLKFLQQLGKGNFGSVEMCRYDPLQDNTGEVVAVKKLQHSTEEHLRDFEREIEILKSLQHDNIVKYKGVCYSAGRRNLKLIMEYLPYGSLRDYLQKHKERIDHIKLLQYTSQICKGMEYLGTKRYIHRDLATRNILVENENRVKIGDFGLTKVLPQDKEYYKVKEPGESPIFWYAPESLTESKFSVASDVWSFGVVLYELFTYIEKSKSPPAEFMRMIGNDKQGQMIVFHLIELLKNNGRLPRPDGCPDEIYMIMTECWNNNVNQRPSFRDLALRVDQIRDNMAG. The pIC50 is 6.0.